Task: Predict the reactants needed to synthesize the given product.. Dataset: Retrosynthesis with 50K atom-mapped reactions and 10 reaction types from USPTO (1) Given the product COC(=O)CC1CC(=O)Nc2ccc(OC)cc21, predict the reactants needed to synthesize it. The reactants are: COC(=O)CC1c2cc(OC)ccc2NC(=O)C1C(=O)OC. (2) Given the product Cn1cc(-c2cncc3cnc(N[C@@H]4CCCC[C@@H]4NC(=O)OC(C)(C)C)nc23)cn1, predict the reactants needed to synthesize it. The reactants are: CC(C)(C)OC(=O)N[C@H]1CCCC[C@H]1Nc1ncc2cncc(I)c2n1.Cn1cc(B(O)O)cn1.